From a dataset of Full USPTO retrosynthesis dataset with 1.9M reactions from patents (1976-2016). Predict the reactants needed to synthesize the given product. (1) Given the product [NH:24]1[C:25]2[C:30](=[CH:29][CH:28]=[CH:27][CH:26]=2)[C:22](/[CH:21]=[CH:20]/[C:17]2[CH:18]=[CH:19][C:14]([N:11]3[CH2:12][CH2:13][NH:8][CH2:9][CH2:10]3)=[CH:15][C:16]=2[NH:31][C:32]([C:34]2[S:35][CH:36]=[CH:37][C:38]=2[CH3:39])=[O:33])=[N:23]1, predict the reactants needed to synthesize it. The reactants are: C(OC([N:8]1[CH2:13][CH2:12][N:11]([C:14]2[CH:19]=[CH:18][C:17](/[CH:20]=[CH:21]/[C:22]3[C:30]4[C:25](=[CH:26][CH:27]=[CH:28][CH:29]=4)[NH:24][N:23]=3)=[C:16]([NH:31][C:32]([C:34]3[S:35][CH:36]=[CH:37][C:38]=3[CH3:39])=[O:33])[CH:15]=2)[CH2:10][CH2:9]1)=O)(C)(C)C.Cl.C(O)C.[OH-].[Na+]. (2) Given the product [NH:25]1[CH:21]=[CH:20][N:19]=[C:1]1[C@@H:3]1[CH2:7][CH2:6][CH2:5][N:4]1[C:8]([O:10][C:11]([CH3:14])([CH3:13])[CH3:12])=[O:9], predict the reactants needed to synthesize it. The reactants are: [CH:1]([C@@H:3]1[CH2:7][CH2:6][CH2:5][N:4]1[C:8]([O:10][C:11]([CH3:14])([CH3:13])[CH3:12])=[O:9])=O.C#C.CC[N:19](CC)[CH2:20][CH3:21].C[N:25](C=O)C. (3) The reactants are: O.[NH2:2][NH2:3].[C:4]([CH2:12][C:13](=O)[CH3:14])(=O)[C:5]1[CH:10]=[CH:9][CH:8]=[CH:7][CH:6]=1. Given the product [CH3:14][C:13]1[NH:3][N:2]=[C:4]([C:5]2[CH:10]=[CH:9][CH:8]=[CH:7][CH:6]=2)[CH:12]=1, predict the reactants needed to synthesize it. (4) Given the product [Br:60][C:57]1[CH:58]=[CH:59][C:34]2[O:33][C:32]3[C:30](=[O:31])[NH:29][C:38]([C@@H:40]4[CH2:48][C:47]5[C:42](=[CH:43][CH:44]=[CH:45][CH:46]=5)[N:41]4[C:49]([O:51][C:52]([CH3:55])([CH3:54])[CH3:53])=[O:50])=[N:37][C:36]=3[C:35]=2[CH:56]=1, predict the reactants needed to synthesize it. The reactants are: BrC1C=CC2OC3C(=O)NC(C4CCN(C(OC(C)(C)C)=O)CC4)=NC=3C=2C=1.[NH2:29][C:30]([C:32]1[O:33][C:34]2[CH:59]=[CH:58][C:57]([Br:60])=[CH:56][C:35]=2[C:36]=1[NH:37][C:38]([C@@H:40]1[CH2:48][C:47]2[C:42](=[CH:43][CH:44]=[CH:45][CH:46]=2)[N:41]1[C:49]([O:51][C:52]([CH3:55])([CH3:54])[CH3:53])=[O:50])=O)=[O:31].BrC1C=CC2OC(C(=O)N)=C(NC(C3CCN(C(OC(C)(C)C)=O)CC3)=O)C=2C=1. (5) Given the product [Br:21][C:10]1[CH:11]=[C:12]2[C:7](=[CH:8][CH:9]=1)[NH:6][C:5](=[O:22])[C:4]([C:1](=[O:3])[CH:2]=[CH:29][C:28]1[CH:31]=[CH:32][CH:33]=[C:26]([N+:23]([O-:25])=[O:24])[CH:27]=1)=[C:13]2[C:14]1[CH:19]=[CH:18][CH:17]=[CH:16][C:15]=1[F:20], predict the reactants needed to synthesize it. The reactants are: [C:1]([C:4]1[C:5](=[O:22])[NH:6][C:7]2[C:12]([C:13]=1[C:14]1[CH:19]=[CH:18][CH:17]=[CH:16][C:15]=1[F:20])=[CH:11][C:10]([Br:21])=[CH:9][CH:8]=2)(=[O:3])[CH3:2].[N+:23]([C:26]1[CH:27]=[C:28]([CH:31]=[CH:32][CH:33]=1)[CH:29]=O)([O-:25])=[O:24].Cl. (6) Given the product [Cl:12][C:13]1[CH:14]=[CH:15][C:16]([O:17][CH2:18][CH:19]([O:37][CH2:3][C:2]#[CH:1])[C:20]([NH:22][CH2:23][CH2:24][C:25]2[CH:30]=[CH:29][C:28]([O:31][CH2:32][C:33]#[CH:34])=[C:27]([O:35][CH3:36])[CH:26]=2)=[O:21])=[CH:38][CH:39]=1, predict the reactants needed to synthesize it. The reactants are: [CH2:1](Br)[C:2]#[CH:3].C1(C)C=CC=CC=1.[Cl:12][C:13]1[CH:39]=[CH:38][C:16]([O:17][CH2:18][CH:19]([OH:37])[C:20]([NH:22][CH2:23][CH2:24][C:25]2[CH:30]=[CH:29][C:28]([O:31][CH2:32][C:33]#[CH:34])=[C:27]([O:35][CH3:36])[CH:26]=2)=[O:21])=[CH:15][CH:14]=1.[OH-].[Na+]. (7) Given the product [CH2:1]([O:3][C:4](=[O:41])[CH2:5][N:6]([C@H:14]([CH2:32][C:33]1[CH:38]=[CH:37][C:36]([O:39][CH3:40])=[CH:35][CH:34]=1)[C:15]([N:17]1[CH2:21][CH2:20][CH2:19][C@H:18]1[C:22]([OH:24])=[O:23])=[O:16])[C:7]([O:9][C:10]([CH3:13])([CH3:12])[CH3:11])=[O:8])[CH3:2], predict the reactants needed to synthesize it. The reactants are: [CH2:1]([O:3][C:4](=[O:41])[CH2:5][N:6]([C@H:14]([CH2:32][C:33]1[CH:38]=[CH:37][C:36]([O:39][CH3:40])=[CH:35][CH:34]=1)[C:15]([N:17]1[CH2:21][CH2:20][CH2:19][C@H:18]1[C:22]([O:24]CC1C=CC=CC=1)=[O:23])=[O:16])[C:7]([O:9][C:10]([CH3:13])([CH3:12])[CH3:11])=[O:8])[CH3:2].